This data is from Forward reaction prediction with 1.9M reactions from USPTO patents (1976-2016). The task is: Predict the product of the given reaction. (1) Given the reactants [H-].[Na+].[Cl:3][C:4]1[N:12]=[C:11]2[C:7]([NH:8][CH:9]=[N:10]2)=[C:6]([Cl:13])[N:5]=1.[CH3:14]I.O, predict the reaction product. The product is: [Cl:3][C:4]1[N:12]=[C:11]2[C:7]([N:8]=[CH:9][N:10]2[CH3:14])=[C:6]([Cl:13])[N:5]=1. (2) Given the reactants [CH3:1][CH:2]([CH2:24]/[C:25](=[CH:33]/[C:34](/[CH3:49])=[CH:35]/[CH:36]([CH3:48])[CH2:37][CH:38]([CH3:47])[CH2:39][CH:40]([CH3:46])[CH2:41][CH:42]([CH3:45])[CH2:43][CH3:44])/[C:26]([O:28][C:29]([CH3:32])([CH3:31])[CH3:30])=[O:27])[C:3]([O:5][CH2:6][CH2:7][C@H:8]([O:16][Si](C(C)(C)C)(C)C)[C:9]([O:11][C:12]([CH3:15])([CH3:14])[CH3:13])=[O:10])=[O:4].[F-].[NH4+], predict the reaction product. The product is: [CH3:1][CH:2]([CH2:24]/[C:25](=[CH:33]/[C:34](/[CH3:49])=[CH:35]/[CH:36]([CH3:48])[CH2:37][CH:38]([CH3:47])[CH2:39][CH:40]([CH3:46])[CH2:41][CH:42]([CH3:45])[CH2:43][CH3:44])/[C:26]([O:28][C:29]([CH3:30])([CH3:31])[CH3:32])=[O:27])[C:3]([O:5][CH2:6][CH2:7][C@H:8]([OH:16])[C:9]([O:11][C:12]([CH3:13])([CH3:14])[CH3:15])=[O:10])=[O:4]. (3) Given the reactants [Br:1][C:2]1[CH:3]=[N:4][N:5]([CH3:16])[C:6]=1[C:7]1[CH:8]=[C:9]([C:13]([OH:15])=O)[S:10][C:11]=1[CH3:12].C(N(CC)C(C)C)(C)C.[NH2:26][C@@H:27]([CH2:40][CH:41]1[CH2:46][CH2:45][CH2:44][CH2:43][CH2:42]1)[CH2:28][N:29]1[C:37](=[O:38])[C:36]2[C:31](=[CH:32][CH:33]=[CH:34][CH:35]=2)[C:30]1=[O:39].CC(OC(N[C@H](C(O)=O)CC1C=CC=CC=1C(F)(F)F)=O)(C)C.F[P-](F)(F)(F)(F)F.Br[P+](N1CCCC1)(N1CCCC1)N1CCCC1, predict the reaction product. The product is: [Br:1][C:2]1[CH:3]=[N:4][N:5]([CH3:16])[C:6]=1[C:7]1[CH:8]=[C:9]([C:13]([NH:26][C@H:27]([CH2:28][N:29]2[C:37](=[O:38])[C:36]3[C:31](=[CH:32][CH:33]=[CH:34][CH:35]=3)[C:30]2=[O:39])[CH2:40][CH:41]2[CH2:46][CH2:45][CH2:44][CH2:43][CH2:42]2)=[O:15])[S:10][C:11]=1[CH3:12].